Dataset: Catalyst prediction with 721,799 reactions and 888 catalyst types from USPTO. Task: Predict which catalyst facilitates the given reaction. (1) Reactant: C(O)(C(F)(F)F)=O.C([O:12][C:13](=[O:36])[CH:14]([CH3:35])[C:15]([NH:17][CH:18]1[C:24](=[O:25])[N:23]([CH3:26])[C:22]2[CH:27]=[CH:28][CH:29]=[CH:30][C:21]=2[C:20]2[CH:31]=[CH:32][CH:33]=[CH:34][C:19]1=2)=[O:16])(C)(C)C. Product: [CH3:35][CH:14]([C:15]([NH:17][CH:18]1[C:24](=[O:25])[N:23]([CH3:26])[C:22]2[CH:27]=[CH:28][CH:29]=[CH:30][C:21]=2[C:20]2[CH:31]=[CH:32][CH:33]=[CH:34][C:19]1=2)=[O:16])[C:13]([OH:36])=[O:12]. The catalyst class is: 4. (2) Reactant: [Cl:1][C:2]1[N:7]=[C:6]([O:8][C:9]2[CH:10]=[C:11]([CH:17]=[C:18]([CH3:20])[CH:19]=2)[CH2:12][O:13]C(=O)C)[C:5]([CH:21]([CH3:23])[CH3:22])=[C:4]([Cl:24])[N:3]=1.[OH-].[Li+]. Product: [Cl:1][C:2]1[N:7]=[C:6]([O:8][C:9]2[CH:10]=[C:11]([CH2:12][OH:13])[CH:17]=[C:18]([CH3:20])[CH:19]=2)[C:5]([CH:21]([CH3:22])[CH3:23])=[C:4]([Cl:24])[N:3]=1. The catalyst class is: 1. (3) Reactant: [O:1]=[C:2]([C:9]1[CH:14]=[C:13]([F:15])[C:12]([F:16])=[C:11]([F:17])[C:10]=1[F:18])[CH2:3][C:4]([O:6][CH2:7][CH3:8])=[O:5].[CH3:19]C(OC(C)=O)=O.C(OCC)(OCC)OCC.[NH2:36][C:37]1([CH2:41][OH:42])[CH2:40][CH2:39][CH2:38]1.C(N(CC)CC)C. Product: [OH:42][CH2:41][C:37]1([NH:36][CH:19]=[C:3]([C:2](=[O:1])[C:9]2[CH:14]=[C:13]([F:15])[C:12]([F:16])=[C:11]([F:17])[C:10]=2[F:18])[C:4]([O:6][CH2:7][CH3:8])=[O:5])[CH2:40][CH2:39][CH2:38]1. The catalyst class is: 11. (4) Reactant: [CH3:1][C:2]1([CH3:15])[C:7]2([CH2:12][CH:11]([CH:13]=[O:14])[CH2:10][CH2:9][CH2:8]2)[CH:6]=[CH:5][CH2:4][CH2:3]1.[BH4-].[Na+].[OH-].[Na+]. Product: [CH3:1][C:2]1([CH3:15])[C:7]2([CH2:12][CH:11]([CH2:13][OH:14])[CH2:10][CH2:9][CH2:8]2)[CH:6]=[CH:5][CH2:4][CH2:3]1. The catalyst class is: 5. (5) Reactant: C([O:3][C:4](=[O:14])[C:5]([C:7]1[S:8][CH:9]=[C:10]([Cl:13])[C:11]=1[Cl:12])=[O:6])C.Cl. Product: [Cl:12][C:11]1[C:10]([Cl:13])=[CH:9][S:8][C:7]=1[C:5](=[O:6])[C:4]([OH:14])=[O:3]. The catalyst class is: 95. (6) The catalyst class is: 323. Product: [CH3:13][O:14][C:15]1[CH:23]=[CH:22][CH:21]=[C:20]2[C:16]=1[CH2:17][C:18]([CH3:1])([C:24]([O:26][CH2:27][CH3:28])=[O:25])[CH2:19]2. Reactant: [CH2:1]([Li])CCC.C(NC(C)C)(C)C.[CH3:13][O:14][C:15]1[CH:23]=[CH:22][CH:21]=[C:20]2[C:16]=1[CH2:17][CH:18]([C:24]([O:26][CH2:27][CH3:28])=[O:25])[CH2:19]2.IC.[Cl-].[NH4+].